Dataset: Forward reaction prediction with 1.9M reactions from USPTO patents (1976-2016). Task: Predict the product of the given reaction. Given the reactants [N+:1]([C:4]1[NH:8][N:7]=[C:6]([C:9]([OH:11])=[O:10])[CH:5]=1)([O-:3])=[O:2].C1C=CC(P([N:26]=[N+]=[N-])(C2C=CC=CC=2)=O)=CC=1.C(N(CC)CC)C.[C:36](O)([CH3:39])([CH3:38])[CH3:37], predict the reaction product. The product is: [C:9]([C:6]1[CH:5]=[C:4]([N+:1]([O-:3])=[O:2])[N:8]([NH2:26])[N:7]=1)([O:11][C:36]([CH3:39])([CH3:38])[CH3:37])=[O:10].